From a dataset of Acute oral toxicity (LD50) regression data from Zhu et al.. Regression/Classification. Given a drug SMILES string, predict its toxicity properties. Task type varies by dataset: regression for continuous values (e.g., LD50, hERG inhibition percentage) or binary classification for toxic/non-toxic outcomes (e.g., AMES mutagenicity, cardiotoxicity, hepatotoxicity). Dataset: ld50_zhu. (1) The compound is CCCC(=O)N(CSP(=S)(OC)OC)c1ccccc1Cl. The rat oral LD50 is 3.98, given as -log10 of the dose in mol/kg body weight (higher means more acutely toxic). (2) The drug is CCCCCCCCCCCCOS(=O)(=O)O. The rat oral LD50 is 2.31, given as -log10 of the dose in mol/kg body weight (higher means more acutely toxic). (3) The molecule is CC(C)O. The rat oral LD50 is 1.08, given as -log10 of the dose in mol/kg body weight (higher means more acutely toxic). (4) The compound is CCOC(=O)C1=C(C)NC(C)=C(C(=O)OCC)C1C1=COCCO1. The rat oral LD50 is 2.23, given as -log10 of the dose in mol/kg body weight (higher means more acutely toxic). (5) The compound is CCOCCOCC. The rat oral LD50 is 1.43, given as -log10 of the dose in mol/kg body weight (higher means more acutely toxic).